Dataset: Forward reaction prediction with 1.9M reactions from USPTO patents (1976-2016). Task: Predict the product of the given reaction. (1) Given the reactants C([O-])=O.[NH4+:4].[OH:5][C:6]12[CH2:15][CH:10]3[CH2:11][CH:12]([CH2:14][C:8]([C:16](=O)[C:17]([OH:19])=[O:18])([CH2:9]3)[CH2:7]1)[CH2:13]2.[OH-].[NH4+], predict the reaction product. The product is: [NH2:4][C@@H:16]([C:8]12[CH2:14][CH:12]3[CH2:11][CH:10]([CH2:15][C:6]([OH:5])([CH2:13]3)[CH2:7]1)[CH2:9]2)[C:17]([OH:19])=[O:18]. (2) Given the reactants [Cl:1][C:2]1[CH:3]=[CH:4][C:5]([NH:8][C:9](=[O:33])[C:10]2[CH:15]=[CH:14][CH:13]=[CH:12][C:11]=2[NH:16][C:17]([O:19][CH:20]2[CH2:25][CH2:24][N:23](C(OC(C)(C)C)=O)[CH2:22][CH2:21]2)=[O:18])=[N:6][CH:7]=1.[F:34][C:35]([F:40])([F:39])[C:36]([O-:38])=[O:37], predict the reaction product. The product is: [F:34][C:35]([F:40])([F:39])[C:36]([OH:38])=[O:37].[Cl:1][C:2]1[CH:3]=[CH:4][C:5]([NH:8][C:9](=[O:33])[C:10]2[CH:15]=[CH:14][CH:13]=[CH:12][C:11]=2[NH:16][C:17]([O:19][CH:20]2[CH2:21][CH2:22][NH:23][CH2:24][CH2:25]2)=[O:18])=[N:6][CH:7]=1. (3) Given the reactants [CH3:1][C:2]1[S:6][C:5]([C:7]2[CH:12]=[CH:11][C:10]([C:13]([F:16])([F:15])[F:14])=[CH:9][CH:8]=2)=[N:4][C:3]=1[CH2:17][CH2:18][OH:19].C1CCN(C(N=NC(N2CCCCC2)=O)=O)CC1.C(P(CCCC)CCCC)CCC.[CH3:51][O:52][C:53](=[O:65])[CH2:54][C:55]1[C:59]2[CH:60]=[CH:61][C:62](O)=[CH:63][C:58]=2[O:57][CH:56]=1, predict the reaction product. The product is: [CH3:51][O:52][C:53](=[O:65])[CH2:54][C:55]1[C:59]2[CH:60]=[CH:61][C:62]([O:19][CH2:18][CH2:17][C:3]3[N:4]=[C:5]([C:7]4[CH:8]=[CH:9][C:10]([C:13]([F:16])([F:15])[F:14])=[CH:11][CH:12]=4)[S:6][C:2]=3[CH3:1])=[CH:63][C:58]=2[O:57][CH:56]=1. (4) Given the reactants [F:1][CH:2]([F:13])[O:3][C:4]1[CH:9]=[CH:8][C:7]([CH2:10][CH2:11][OH:12])=[CH:6][CH:5]=1.C(N(CC)CC)C.[CH3:21][S:22](Cl)(=[O:24])=[O:23], predict the reaction product. The product is: [F:1][CH:2]([F:13])[O:3][C:4]1[CH:5]=[CH:6][C:7]([CH2:10][CH2:11][O:12][S:22]([CH3:21])(=[O:24])=[O:23])=[CH:8][CH:9]=1. (5) The product is: [Cl:52][C:53]1[CH:58]=[CH:57][C:56]([NH:59][C:60](=[O:61])[NH:32][C:33]2[CH:34]=[CH:35][C:36]([C:39]3[O:43][C:42]([CH2:44][C:45]([CH3:51])([CH3:50])[C:46]([O:48][CH3:49])=[O:47])=[N:41][CH:40]=3)=[CH:37][CH:38]=2)=[C:55]([O:62][C:63]2[CH:64]=[CH:65][CH:66]=[CH:67][CH:68]=2)[CH:54]=1. Given the reactants FC(F)(F)C1C=C(NC(=O)NC2C=CC(C3SC(CCC(OC)=O)=NC=3)=CC=2)C=CC=1.[NH2:32][C:33]1[CH:38]=[CH:37][C:36]([C:39]2[O:43][C:42]([CH2:44][C:45]([CH3:51])([CH3:50])[C:46]([O:48][CH3:49])=[O:47])=[N:41][CH:40]=2)=[CH:35][CH:34]=1.[Cl:52][C:53]1[CH:58]=[CH:57][C:56]([N:59]=[C:60]=[O:61])=[C:55]([O:62][C:63]2[CH:68]=[CH:67][CH:66]=[CH:65][CH:64]=2)[CH:54]=1, predict the reaction product. (6) Given the reactants [F:1][C:2]1[CH:3]=[C:4]([CH:27]=[CH:28][C:29]=1[CH3:30])[CH2:5][N:6]1[CH2:10][CH2:9][CH:8]([N:11]2[CH2:16][CH2:15][C@@H:14]([C:17]3[CH:22]=[CH:21][C:20]([O:23]C)=[CH:19][CH:18]=3)[C@H:13]([OH:25])[CH2:12]2)[C:7]1=[O:26].B(Br)(Br)Br, predict the reaction product. The product is: [F:1][C:2]1[CH:3]=[C:4]([CH:27]=[CH:28][C:29]=1[CH3:30])[CH2:5][N:6]1[CH2:10][CH2:9][CH:8]([N:11]2[CH2:16][CH2:15][C@@H:14]([C:17]3[CH:22]=[CH:21][C:20]([OH:23])=[CH:19][CH:18]=3)[C@H:13]([OH:25])[CH2:12]2)[C:7]1=[O:26]. (7) Given the reactants Br[C:2]1[CH:7]=[C:6]([Cl:8])[CH:5]=[CH:4][C:3]=1[C@@H:9]1[CH2:13][NH:12][C:11](=[O:14])[CH2:10]1.C1(P(C2C=CC=CC=2)C2C=CC=CC=2)C=CC=CC=1.[CH2:34]=[CH:35][C:36]1[CH:41]=[CH:40][CH:39]=[CH:38][CH:37]=1.C(N(C(C)C)CC)(C)C, predict the reaction product. The product is: [C:36]1(/[CH:35]=[CH:34]/[C:2]2[CH:7]=[C:6]([Cl:8])[CH:5]=[CH:4][C:3]=2[C@@H:9]2[CH2:13][NH:12][C:11](=[O:14])[CH2:10]2)[CH:41]=[CH:40][CH:39]=[CH:38][CH:37]=1.